Dataset: Forward reaction prediction with 1.9M reactions from USPTO patents (1976-2016). Task: Predict the product of the given reaction. Given the reactants [OH-].[Na+].C1COCC1.[CH3:8][C:9]1[CH:19]=[CH:18][C:17]([C:20]2[C:28]3[S:27][C:26]([CH2:29][C:30]4[CH:35]=[CH:34][CH:33]=[C:32]([C:36]([F:39])([F:38])[F:37])[CH:31]=4)=[CH:25][C:24]=3[CH:23]=[CH:22][CH:21]=2)=[CH:16][C:10]=1[C:11]([O:13]CC)=[O:12].Cl, predict the reaction product. The product is: [CH3:8][C:9]1[CH:19]=[CH:18][C:17]([C:20]2[C:28]3[S:27][C:26]([CH2:29][C:30]4[CH:35]=[CH:34][CH:33]=[C:32]([C:36]([F:38])([F:37])[F:39])[CH:31]=4)=[CH:25][C:24]=3[CH:23]=[CH:22][CH:21]=2)=[CH:16][C:10]=1[C:11]([OH:13])=[O:12].